This data is from Full USPTO retrosynthesis dataset with 1.9M reactions from patents (1976-2016). The task is: Predict the reactants needed to synthesize the given product. (1) Given the product [Cl:1][C:2]1[C:7]([NH:8][C:26](=[O:27])[CH2:25][O:24][CH2:22][CH3:23])=[C:6]([NH:9][CH2:10][CH:11]([CH3:12])[CH3:13])[CH:5]=[C:4]([CH3:14])[N:3]=1, predict the reactants needed to synthesize it. The reactants are: [Cl:1][C:2]1[C:7]([NH2:8])=[C:6]([NH:9][CH2:10][CH:11]([CH3:13])[CH3:12])[CH:5]=[C:4]([CH3:14])[N:3]=1.C(N(CC)CC)C.[CH2:22]([O:24][CH2:25][C:26](Cl)=[O:27])[CH3:23]. (2) Given the product [CH:1]1([C:4]2[N:8]=[C:7]([CH:9]3[CH2:14][CH:13]([C:15]4[CH:16]=[CH:17][C:18]([CH2:21][C:22]([F:25])([F:23])[F:24])=[CH:19][CH:20]=4)[CH2:12][N:11]([C:26]([N:28]4[CH2:33][CH2:32][S:31](=[O:42])[CH2:30][CH2:29]4)=[O:27])[CH2:10]3)[O:6][N:5]=2)[CH2:3][CH2:2]1, predict the reactants needed to synthesize it. The reactants are: [CH:1]1([C:4]2[N:8]=[C:7]([CH:9]3[CH2:14][CH:13]([C:15]4[CH:20]=[CH:19][C:18]([CH2:21][C:22]([F:25])([F:24])[F:23])=[CH:17][CH:16]=4)[CH2:12][N:11]([C:26]([N:28]4[CH2:33][CH2:32][S:31][CH2:30][CH2:29]4)=[O:27])[CH2:10]3)[O:6][N:5]=2)[CH2:3][CH2:2]1.ClC1C=CC=C(C(OO)=[O:42])C=1. (3) Given the product [F:38][C:2]([F:37])([F:1])[C:3]1[CH:4]=[C:5]([CH:30]=[C:31]([C:33]([F:35])([F:36])[F:34])[CH:32]=1)[CH2:6][N:7]([CH3:29])[C:8](=[O:28])[C:9]1[C:14]([C:15]2[CH:20]=[CH:19][CH:18]=[CH:17][C:16]=2[CH3:21])=[CH:13][C:12]([N:22]2[CH2:27][CH2:26][S:25](=[O:39])[CH2:24][CH2:23]2)=[N:11][CH:10]=1, predict the reactants needed to synthesize it. The reactants are: [F:1][C:2]([F:38])([F:37])[C:3]1[CH:4]=[C:5]([CH:30]=[C:31]([C:33]([F:36])([F:35])[F:34])[CH:32]=1)[CH2:6][N:7]([CH3:29])[C:8](=[O:28])[C:9]1[C:14]([C:15]2[CH:20]=[CH:19][CH:18]=[CH:17][C:16]=2[CH3:21])=[CH:13][C:12]([N:22]2[CH2:27][CH2:26][S:25][CH2:24][CH2:23]2)=[N:11][CH:10]=1.[OH:39]OS([O-])=O.[K+]. (4) Given the product [O:18]([C:2]1[CH:11]=[CH:10][C:5]([C:6]([O:8][CH3:9])=[O:7])=[CH:4][CH:3]=1)[C:12]1[CH:17]=[CH:16][CH:15]=[CH:14][CH:13]=1, predict the reactants needed to synthesize it. The reactants are: I[C:2]1[CH:11]=[CH:10][C:5]([C:6]([O:8][CH3:9])=[O:7])=[CH:4][CH:3]=1.[C:12]1([OH:18])[CH:17]=[CH:16][CH:15]=[CH:14][CH:13]=1.C([O-])([O-])=O.[Cs+].[Cs+].CN(C)CC(O)=O. (5) Given the product [CH2:1]([O:8][C:9]([N:11]([CH2:32][C:33]([N:35]1[CH2:39][C@@H:38]([F:40])[CH2:37][C@H:36]1[C:41]#[N:42])=[O:34])[C:12]12[CH2:13][CH2:14][C:15]([C:20]([N:43]3[CH2:47][CH2:46][CH2:45][CH2:44][CH2:49]3)=[O:21])([CH2:18][CH2:19]1)[CH2:16][CH2:17]2)=[O:10])[C:2]1[CH:3]=[CH:4][CH:5]=[CH:6][CH:7]=1, predict the reactants needed to synthesize it. The reactants are: [CH2:1]([O:8][C:9]([N:11]([CH2:32][C:33]([N:35]1[CH2:39][C@@H:38]([F:40])[CH2:37][C@H:36]1[C:41]#[N:42])=[O:34])[C:12]12[CH2:19][CH2:18][C:15]([C:20](ON3C4C=CC=CC=4N=N3)=[O:21])([CH2:16][CH2:17]1)[CH2:14][CH2:13]2)=[O:10])[C:2]1[CH:7]=[CH:6][CH:5]=[CH:4][CH:3]=1.[NH:43]1[CH2:47][CH2:46][CH2:45][CH2:44]1.O1CCC[CH2:49]1.